Dataset: Forward reaction prediction with 1.9M reactions from USPTO patents (1976-2016). Task: Predict the product of the given reaction. (1) Given the reactants [Cl:1][C:2]1[N:10]=[CH:9][C:8]([Cl:11])=[CH:7][C:3]=1[C:4]([OH:6])=O.[C:12]([C:16]1[CH:33]=[CH:32][C:19]([CH2:20][NH:21][CH2:22][CH2:23][C:24]2[CH:29]=[CH:28][C:27]([Cl:30])=[C:26]([Cl:31])[CH:25]=2)=[CH:18][CH:17]=1)([CH3:15])([CH3:14])[CH3:13].CN1CCOCC1.CN(C(ON1N=NC2C=CC=CC1=2)=[N+](C)C)C.F[P-](F)(F)(F)(F)F, predict the reaction product. The product is: [C:12]([C:16]1[CH:33]=[CH:32][C:19]([CH2:20][N:21]([CH2:22][CH2:23][C:24]2[CH:29]=[CH:28][C:27]([Cl:30])=[C:26]([Cl:31])[CH:25]=2)[C:4](=[O:6])[C:3]2[CH:7]=[C:8]([Cl:11])[CH:9]=[N:10][C:2]=2[Cl:1])=[CH:18][CH:17]=1)([CH3:15])([CH3:13])[CH3:14]. (2) Given the reactants [F:1][C:2]1[CH:7]=[CH:6][C:5]([N:8]2[C:13](=[O:14])[C:12]([CH3:15])=[C:11]([C:16]3[CH:21]=[CH:20][C:19]([S:22]([CH3:25])(=[O:24])=[O:23])=[CH:18][CH:17]=3)[CH:10]=[N:9]2)=[CH:4][CH:3]=1.C(Cl)(Cl)(Cl)Cl.[Br:31]N1C(=O)CCC1=O, predict the reaction product. The product is: [F:1][C:2]1[CH:7]=[CH:6][C:5]([N:8]2[C:13](=[O:14])[C:12]([CH2:15][Br:31])=[C:11]([C:16]3[CH:21]=[CH:20][C:19]([S:22]([CH3:25])(=[O:23])=[O:24])=[CH:18][CH:17]=3)[CH:10]=[N:9]2)=[CH:4][CH:3]=1. (3) Given the reactants [NH2:1][C:2]1[N:7]=[CH:6][N:5]=[C:4]([N:8]2[CH2:12][CH2:11][CH:10]([NH:13][C:14]([NH:16][C:17]3[CH:22]=[CH:21][C:20]([CH:23]([CH3:25])[CH3:24])=[CH:19][CH:18]=3)=[O:15])[CH2:9]2)[C:3]=1[CH:26]=[N:27][O:28][CH2:29][CH2:30][NH2:31].[CH2:32]([N:34]=[C:35]=[O:36])[CH3:33], predict the reaction product. The product is: [NH2:1][C:2]1[N:7]=[CH:6][N:5]=[C:4]([N:8]2[CH2:12][CH2:11][CH:10]([NH:13][C:14]([NH:16][C:17]3[CH:18]=[CH:19][C:20]([CH:23]([CH3:25])[CH3:24])=[CH:21][CH:22]=3)=[O:15])[CH2:9]2)[C:3]=1[CH:26]=[N:27][O:28][CH2:29][CH2:30][NH:31][C:35]([NH:34][CH2:32][CH3:33])=[O:36]. (4) Given the reactants C(OC(=O)[NH:7][CH2:8]/[CH:9]=[CH:10]\[C:11]1[CH:12]=[N:13][C:14]([C:17]2[CH:22]=[CH:21][CH:20]=[C:19]([CH2:23][N:24]3[C:29](=[O:30])[CH:28]=[CH:27][C:26]([C:31]4[CH:36]=[C:35]([F:37])[C:34]([F:38])=[C:33]([F:39])[CH:32]=4)=[N:25]3)[CH:18]=2)=[N:15][CH:16]=1)(C)(C)C.FC(F)(F)C(O)=O, predict the reaction product. The product is: [NH2:7][CH2:8]/[CH:9]=[CH:10]/[C:11]1[CH:12]=[N:13][C:14]([C:17]2[CH:18]=[C:19]([CH:20]=[CH:21][CH:22]=2)[CH2:23][N:24]2[C:29](=[O:30])[CH:28]=[CH:27][C:26]([C:31]3[CH:36]=[C:35]([F:37])[C:34]([F:38])=[C:33]([F:39])[CH:32]=3)=[N:25]2)=[N:15][CH:16]=1. (5) Given the reactants [CH:1]1([NH:6][C:7]2[CH:24]=[C:23]([F:25])[C:22]([F:26])=[CH:21][C:8]=2[C:9]([NH:11][O:12][CH2:13][CH2:14][CH2:15][C:16]([O:18][CH2:19][CH3:20])=[O:17])=[O:10])[CH2:5][CH2:4][CH2:3][CH2:2]1.[C:27](=O)([O-])[O-:28].[K+].[K+].ClC(Cl)(OC(=O)OC(Cl)(Cl)Cl)Cl.[Cl-].[NH4+], predict the reaction product. The product is: [CH:1]1([N:6]2[C:7]3[C:8](=[CH:21][C:22]([F:26])=[C:23]([F:25])[CH:24]=3)[C:9](=[O:10])[N:11]([O:12][CH2:13][CH2:14][CH2:15][C:16]([O:18][CH2:19][CH3:20])=[O:17])[C:27]2=[O:28])[CH2:5][CH2:4][CH2:3][CH2:2]1. (6) Given the reactants [Cl:1][C:2]1[C:10]2[O:9][CH:8]([CH2:11][OH:12])[CH2:7][C:6]=2[CH:5]=[CH:4][CH:3]=1.[CH3:13][S:14](Cl)(=[O:16])=[O:15].C(N(CC)CC)C.O, predict the reaction product. The product is: [CH3:13][S:14]([O:12][CH2:11][CH:8]1[CH2:7][C:6]2[CH:5]=[CH:4][CH:3]=[C:2]([Cl:1])[C:10]=2[O:9]1)(=[O:16])=[O:15]. (7) The product is: [NH2:36][C:37]1[CH:42]=[C:41]([C:2]2[CH:3]=[C:4]3[C:8](=[C:9]([C:11]([NH2:13])=[O:12])[CH:10]=2)[NH:7][CH:6]=[C:5]3[CH:14]2[CH2:15][CH2:16][N:17]([S:20]([CH2:23][CH3:24])(=[O:22])=[O:21])[CH2:18][CH2:19]2)[CH:40]=[CH:39][CH:38]=1. Given the reactants Br[C:2]1[CH:3]=[C:4]2[C:8](=[C:9]([C:11]([NH2:13])=[O:12])[CH:10]=1)[NH:7][CH:6]=[C:5]2[CH:14]1[CH2:19][CH2:18][N:17]([S:20]([CH2:23][CH3:24])(=[O:22])=[O:21])[CH2:16][CH2:15]1.C(=O)([O-])[O-].[K+].[K+].S(O)(O)(=O)=O.[NH2:36][C:37]1[CH:38]=[C:39](B(O)O)[CH:40]=[CH:41][CH:42]=1.C(OCC)(=O)C, predict the reaction product.